From a dataset of Forward reaction prediction with 1.9M reactions from USPTO patents (1976-2016). Predict the product of the given reaction. Given the reactants [C:1]([OH:10])(=O)[C:2]1[C:3](=[CH:5][CH:6]=[CH:7][CH:8]=1)O.[CH3:11][CH2:12][N:13]([CH2:11][C:12]([NH:13][C:14]1C(C)=CC=CC=1C)=O)[CH2:14]C.[C:28]([O-:37])(=[O:36])[C:29]1[C:30](=[CH:32][CH:33]=[CH:34][CH:35]=1)[OH:31], predict the reaction product. The product is: [CH3:11][C@H:12]([NH:13][CH3:14])[C@H:1]([OH:10])[C:2]1[CH:8]=[CH:7][CH:6]=[CH:5][CH:3]=1.[C:28]([O-:37])(=[O:36])[C:29]1[C:30](=[CH:32][CH:33]=[CH:34][CH:35]=1)[OH:31].